From a dataset of Full USPTO retrosynthesis dataset with 1.9M reactions from patents (1976-2016). Predict the reactants needed to synthesize the given product. (1) Given the product [C:1]([O:5][C:6](=[O:15])[NH:7][CH:8]1[CH2:12][CH2:11][CH:10]([CH2:13][NH:14][C:21]([C:20]2[CH:19]=[N:18][C:17]([Cl:16])=[CH:25][CH:24]=2)=[O:22])[CH2:9]1)([CH3:4])([CH3:2])[CH3:3], predict the reactants needed to synthesize it. The reactants are: [C:1]([O:5][C:6](=[O:15])[NH:7][CH:8]1[CH2:12][CH2:11][CH:10]([CH2:13][NH2:14])[CH2:9]1)([CH3:4])([CH3:3])[CH3:2].[Cl:16][C:17]1[CH:25]=[CH:24][C:20]([C:21](Cl)=[O:22])=[CH:19][N:18]=1.C(N(C(C)C)CC)(C)C. (2) The reactants are: [C:1]([C:3]1[C:4]([N:17]2[CH2:22][CH2:21][CH:20]([C:23](O)=[O:24])[CH2:19][CH2:18]2)=[N:5][C:6]([CH:14]([F:16])[F:15])=[C:7]([C:9]([O:11][CH2:12][CH3:13])=[O:10])[CH:8]=1)#[N:2].[Cl:26][C:27]1[CH:28]=[C:29]([CH2:33][S:34]([NH2:37])(=[O:36])=[O:35])[CH:30]=[CH:31][CH:32]=1. Given the product [Cl:26][C:27]1[CH:28]=[C:29]([CH:30]=[CH:31][CH:32]=1)[CH2:33][S:34]([NH:37][C:23]([CH:20]1[CH2:21][CH2:22][N:17]([C:4]2[C:3]([C:1]#[N:2])=[CH:8][C:7]([C:9]([O:11][CH2:12][CH3:13])=[O:10])=[C:6]([CH:14]([F:16])[F:15])[N:5]=2)[CH2:18][CH2:19]1)=[O:24])(=[O:35])=[O:36], predict the reactants needed to synthesize it. (3) Given the product [Cl:1][C:2]1[CH:7]=[CH:6][CH:5]=[CH:4][C:3]=1[C:8]1[NH:35][C:33](=[O:34])[NH:32][CH:23]([C:22]2[CH:25]=[C:26]([N+:29]([O-:31])=[O:30])[C:27]([OH:28])=[C:20]([O:19][CH2:17][CH3:18])[CH:21]=2)[C:9]=1[C:10]1[CH:15]=[CH:14][CH:13]=[CH:12][CH:11]=1, predict the reactants needed to synthesize it. The reactants are: [Cl:1][C:2]1[CH:7]=[CH:6][CH:5]=[CH:4][C:3]=1[C:8](=O)[CH2:9][C:10]1[CH:15]=[CH:14][CH:13]=[CH:12][CH:11]=1.[CH2:17]([O:19][C:20]1[CH:21]=[C:22]([CH:25]=[C:26]([N+:29]([O-:31])=[O:30])[C:27]=1[OH:28])[CH:23]=O)[CH3:18].[NH2:32][C:33]([NH2:35])=[O:34].Cl. (4) The reactants are: [C:1]([N:4]1[CH2:9][CH2:8][N:7](C(OC(C)(C)C)=O)[C@H:6]([CH3:17])[CH2:5]1)(=[O:3])[CH3:2].[C:18]([OH:24])([C:20]([F:23])([F:22])[F:21])=[O:19]. Given the product [F:21][C:20]([F:23])([F:22])[C:18]([OH:24])=[O:19].[CH3:17][C@H:6]1[NH:7][CH2:8][CH2:9][N:4]([C:1](=[O:3])[CH3:2])[CH2:5]1, predict the reactants needed to synthesize it. (5) Given the product [F:1][C:2]1([F:24])[CH2:7][CH2:6][CH2:5][CH:4]([CH2:8][NH:9][C:10]([C:12]2[C:13]3[CH:14]=[CH:15][C:16]([N:37]4[CH2:38][CH2:39][C@@H:35]([F:34])[CH2:36]4)=[N:17][C:18]=3[CH:19]=[CH:20][C:21]=2[Cl:22])=[O:11])[CH2:3]1, predict the reactants needed to synthesize it. The reactants are: [F:1][C:2]1([F:24])[CH2:7][CH2:6][CH2:5][CH:4]([CH2:8][NH:9][C:10]([C:12]2[C:13]3[CH:14]=[CH:15][C:16](Cl)=[N:17][C:18]=3[CH:19]=[CH:20][C:21]=2[Cl:22])=[O:11])[CH2:3]1.CCN(C(C)C)C(C)C.[F:34][C@@H:35]1[CH2:39][CH2:38][NH:37][CH2:36]1. (6) Given the product [CH3:25][O:24][CH2:23][C@@:20]12[C@@H:19]3[C@H:10]([C@H:11]4[C@@:15]([CH2:17][CH2:18]3)([CH3:16])[C@@H:14]([OH:26])[CH2:13][CH2:12]4)[CH2:9][CH:8]=[C:7]1[CH2:6][C@@H:5]([OH:4])[CH2:22][CH2:21]2, predict the reactants needed to synthesize it. The reactants are: C([O:4][C@H:5]1[CH2:22][CH2:21][C@@:20]2([CH2:23][O:24][CH3:25])[C:7](=[CH:8][CH2:9][C@@H:10]3[C@@H:19]2[CH2:18][CH2:17][C@@:15]2([CH3:16])[C@H:11]3[CH2:12][CH2:13][C@@H:14]2[O:26]C(=O)C)[CH2:6]1)(=O)C.O1CCCC1.